From a dataset of NCI-60 drug combinations with 297,098 pairs across 59 cell lines. Regression. Given two drug SMILES strings and cell line genomic features, predict the synergy score measuring deviation from expected non-interaction effect. (1) Drug 1: COC1=CC(=CC(=C1O)OC)C2C3C(COC3=O)C(C4=CC5=C(C=C24)OCO5)OC6C(C(C7C(O6)COC(O7)C8=CC=CS8)O)O. Drug 2: CN(C(=O)NC(C=O)C(C(C(CO)O)O)O)N=O. Cell line: SK-MEL-28. Synergy scores: CSS=14.0, Synergy_ZIP=-7.74, Synergy_Bliss=-3.30, Synergy_Loewe=-6.23, Synergy_HSA=-2.19. (2) Drug 1: C1=CC(=CC=C1C#N)C(C2=CC=C(C=C2)C#N)N3C=NC=N3. Drug 2: CC1CCC2CC(C(=CC=CC=CC(CC(C(=O)C(C(C(=CC(C(=O)CC(OC(=O)C3CCCCN3C(=O)C(=O)C1(O2)O)C(C)CC4CCC(C(C4)OC)OCCO)C)C)O)OC)C)C)C)OC. Cell line: HOP-62. Synergy scores: CSS=7.58, Synergy_ZIP=5.85, Synergy_Bliss=9.31, Synergy_Loewe=2.33, Synergy_HSA=3.77. (3) Drug 1: C1=NC2=C(N=C(N=C2N1C3C(C(C(O3)CO)O)O)F)N. Drug 2: CC=C1C(=O)NC(C(=O)OC2CC(=O)NC(C(=O)NC(CSSCCC=C2)C(=O)N1)C(C)C)C(C)C. Cell line: MDA-MB-231. Synergy scores: CSS=21.8, Synergy_ZIP=2.99, Synergy_Bliss=8.84, Synergy_Loewe=-24.9, Synergy_HSA=4.17. (4) Drug 1: C1C(C(OC1N2C=NC3=C(N=C(N=C32)Cl)N)CO)O. Drug 2: C1CC(=O)NC(=O)C1N2C(=O)C3=CC=CC=C3C2=O. Cell line: HCC-2998. Synergy scores: CSS=37.1, Synergy_ZIP=-0.383, Synergy_Bliss=-3.83, Synergy_Loewe=-37.2, Synergy_HSA=-6.10. (5) Drug 1: CCC(=C(C1=CC=CC=C1)C2=CC=C(C=C2)OCCN(C)C)C3=CC=CC=C3.C(C(=O)O)C(CC(=O)O)(C(=O)O)O. Drug 2: CS(=O)(=O)CCNCC1=CC=C(O1)C2=CC3=C(C=C2)N=CN=C3NC4=CC(=C(C=C4)OCC5=CC(=CC=C5)F)Cl. Cell line: SNB-19. Synergy scores: CSS=-3.84, Synergy_ZIP=1.08, Synergy_Bliss=-1.81, Synergy_Loewe=-4.66, Synergy_HSA=-4.10. (6) Drug 1: C1=C(C(=O)NC(=O)N1)F. Drug 2: C(CN)CNCCSP(=O)(O)O. Cell line: UACC-257. Synergy scores: CSS=20.8, Synergy_ZIP=-2.58, Synergy_Bliss=2.70, Synergy_Loewe=-6.45, Synergy_HSA=2.82.